From a dataset of Full USPTO retrosynthesis dataset with 1.9M reactions from patents (1976-2016). Predict the reactants needed to synthesize the given product. Given the product [Cl:20][C:13]1[CH:12]=[C:11]([C@@H:9]([NH:8][C:6](=[O:7])[O:5][C:1]([CH3:2])([CH3:3])[CH3:4])[CH3:10])[CH:19]=[CH:18][C:14]=1[C:15](=[O:17])[NH:26][CH:21]1[CH2:25][CH2:24][CH2:23][CH2:22]1, predict the reactants needed to synthesize it. The reactants are: [C:1]([O:5][C:6]([NH:8][C@H:9]([C:11]1[CH:19]=[CH:18][C:14]([C:15]([OH:17])=O)=[C:13]([Cl:20])[CH:12]=1)[CH3:10])=[O:7])([CH3:4])([CH3:3])[CH3:2].[CH:21]1([NH2:26])[CH2:25][CH2:24][CH2:23][CH2:22]1.CCN=C=NCCCN(C)C.Cl.ON1C2N=CC=CC=2N=N1.CCN(C(C)C)C(C)C.